This data is from Full USPTO retrosynthesis dataset with 1.9M reactions from patents (1976-2016). The task is: Predict the reactants needed to synthesize the given product. (1) Given the product [CH3:6][S:7][C:8]1[N:9]=[CH:18][C:19]2[CH2:20][N:21]([C:25]([O:27][C:28]([CH3:31])([CH3:30])[CH3:29])=[O:26])[CH2:22][C:23]=2[N:10]=1, predict the reactants needed to synthesize it. The reactants are: S(O)(O)(=O)=O.[CH3:6][S:7][C:8](=[NH:10])[NH2:9].[O-]CC.[Na+].CN([CH:18]=[C:19]1[C:23](=O)[CH2:22][N:21]([C:25]([O:27][C:28]([CH3:31])([CH3:30])[CH3:29])=[O:26])[CH2:20]1)C. (2) Given the product [CH3:28][O:27][C:6]1[C:5]2[C:4]3([CH2:1][CH:31]=[CH:30][CH2:29]3)[N:13]3[CH2:14][CH2:15][C:16]4[C:21]([CH:12]3[CH2:11][C:10]=2[CH:9]=[CH:8][C:7]=1[O:25][CH3:26])=[CH:20][C:19]1[O:22][CH2:23][O:24][C:18]=1[CH:17]=4, predict the reactants needed to synthesize it. The reactants are: [CH2:1]([C:4]1([CH2:29][CH:30]=[CH2:31])[N:13]2[CH2:14][CH2:15][C:16]3[C:21]([CH:12]2[CH2:11][C:10]2[CH:9]=[CH:8][C:7]([O:25][CH3:26])=[C:6]([O:27][CH3:28])[C:5]1=2)=[CH:20][C:19]1[O:22][CH2:23][O:24][C:18]=1[CH:17]=3)C=C. (3) Given the product [CH2:1]([O:3][C:4]([C:6]1[C:7]2[S:15][CH:14]=[C:13]([CH2:16][O:27][C:20]3[CH:21]=[CH:22][C:23]([O:25][CH3:26])=[CH:24][C:19]=3[Cl:18])[C:8]=2[C:9]([Cl:12])=[N:10][CH:11]=1)=[O:5])[CH3:2], predict the reactants needed to synthesize it. The reactants are: [CH2:1]([O:3][C:4]([C:6]1[C:7]2[S:15][CH:14]=[C:13]([CH2:16]Br)[C:8]=2[C:9]([Cl:12])=[N:10][CH:11]=1)=[O:5])[CH3:2].[Cl:18][C:19]1[CH:24]=[C:23]([O:25][CH3:26])[CH:22]=[CH:21][C:20]=1[OH:27].C(=O)([O-])[O-].[K+].[K+]. (4) Given the product [CH2:1]([O:8][C:9]1[CH:14]=[CH:13][C:12]([C:30]2([OH:37])[C:31]3[C:36](=[CH:35][CH:34]=[CH:33][CH:32]=3)[N:28]([CH:27]([C:21]3[CH:22]=[CH:23][CH:24]=[CH:25][CH:26]=3)[C:39]3[CH:44]=[CH:43][CH:42]=[CH:41][CH:40]=3)[C:29]2=[O:38])=[C:11]([OH:15])[CH:10]=1)[C:2]1[CH:3]=[CH:4][CH:5]=[CH:6][CH:7]=1, predict the reactants needed to synthesize it. The reactants are: [CH2:1]([O:8][C:9]1[CH:10]=[C:11]([OH:15])[CH:12]=[CH:13][CH:14]=1)[C:2]1[CH:7]=[CH:6][CH:5]=[CH:4][CH:3]=1.C([Mg]Cl)(C)C.[C:21]1([CH:27]([C:39]2[CH:44]=[CH:43][CH:42]=[CH:41][CH:40]=2)[N:28]2[C:36]3[C:31](=[CH:32][CH:33]=[CH:34][CH:35]=3)[C:30](=[O:37])[C:29]2=[O:38])[CH:26]=[CH:25][CH:24]=[CH:23][CH:22]=1. (5) Given the product [CH2:1]([O:8][N:9]1[C:15](=[O:16])[N:14]2[CH2:17][C@H:10]1[CH2:11][CH2:12][C@H:13]2[C:18]([O:20][CH2:21][C:22]1[CH:27]=[CH:26][CH:25]=[CH:24][CH:23]=1)=[O:19])[C:2]1[CH:7]=[CH:6][CH:5]=[CH:4][CH:3]=1, predict the reactants needed to synthesize it. The reactants are: [CH2:1]([O:8][N:9]1[C:15](=[O:16])[N:14]2[CH2:17][C@H:10]1[CH2:11][CH2:12][C@H:13]2[C:18]([OH:20])=[O:19])[C:2]1[CH:7]=[CH:6][CH:5]=[CH:4][CH:3]=1.[CH2:21](O)[C:22]1[CH:27]=[CH:26][CH:25]=[CH:24][CH:23]=1.Cl.C(N=C=NCCCN(C)C)C.